This data is from Full USPTO retrosynthesis dataset with 1.9M reactions from patents (1976-2016). The task is: Predict the reactants needed to synthesize the given product. (1) Given the product [CH2:1]([O:8][C:9]1[C:10]([C:29]([N:31]([CH2:35][CH2:36][OH:37])[CH:32]([CH3:34])[CH3:33])=[O:30])=[N:11][C:12]([CH2:16][C:17]2([C:22]3[CH:27]=[CH:26][CH:25]=[C:24]([Cl:28])[CH:23]=3)[CH2:18][CH2:19][CH2:20][CH2:21]2)=[N:13][C:14]=1[OH:15])[C:2]1[CH:3]=[CH:4][CH:5]=[CH:6][CH:7]=1, predict the reactants needed to synthesize it. The reactants are: [CH2:1]([O:8][C:9]1[C:10]([C:29]([N:31]([CH2:35][CH2:36][O:37][Si](C(C)(C)C)(C)C)[CH:32]([CH3:34])[CH3:33])=[O:30])=[N:11][C:12]([CH2:16][C:17]2([C:22]3[CH:27]=[CH:26][CH:25]=[C:24]([Cl:28])[CH:23]=3)[CH2:21][CH2:20][CH2:19][CH2:18]2)=[N:13][C:14]=1[OH:15])[C:2]1[CH:7]=[CH:6][CH:5]=[CH:4][CH:3]=1.OCCN(C(C)C)C(C1C(OCC2C=CC=CC=2)=C(O)N=C(CC2(C3C=CC(C(F)(F)F)=CC=3)CCCC2)N=1)=O. (2) Given the product [CH2:13]([C:15]1[N:16]=[C:17]([CH2:44][CH2:45][CH3:46])[N:18]([CH2:29][C:30]2[CH:35]=[CH:34][C:33]([C:36]3[CH:41]=[CH:40][CH:39]=[CH:38][C:37]=3[C:42]3[NH:3][C:4](=[O:7])[O:5][N:43]=3)=[CH:32][CH:31]=2)[C:19](=[O:28])[C:20]=1[C:21]1[CH:22]=[CH:23][C:24]([F:27])=[CH:25][CH:26]=1)[CH3:14], predict the reactants needed to synthesize it. The reactants are: [Cl-].O[NH3+:3].[C:4](=[O:7])([O-])[OH:5].[Na+].CS(C)=O.[CH2:13]([C:15]1[N:16]=[C:17]([CH2:44][CH2:45][CH3:46])[N:18]([CH2:29][C:30]2[CH:35]=[CH:34][C:33]([C:36]3[C:37]([C:42]#[N:43])=[CH:38][CH:39]=[CH:40][CH:41]=3)=[CH:32][CH:31]=2)[C:19](=[O:28])[C:20]=1[C:21]1[CH:26]=[CH:25][C:24]([F:27])=[CH:23][CH:22]=1)[CH3:14].